Dataset: Forward reaction prediction with 1.9M reactions from USPTO patents (1976-2016). Task: Predict the product of the given reaction. (1) The product is: [CH2:1]([O:3][C:4]([C:6]1[N:7]([C:35]2[CH:36]=[CH:37][C:32]([O:31][CH:26]3[CH2:30][CH2:29][CH2:28][CH2:27]3)=[CH:33][CH:34]=2)[C:8]2[C:13]([C:14]=1[I:15])=[CH:12][C:11]([C:16]1[CH:21]=[CH:20][C:19]([C:22]([F:24])([F:25])[F:23])=[CH:18][N:17]=1)=[CH:10][CH:9]=2)=[O:5])[CH3:2]. Given the reactants [CH2:1]([O:3][C:4]([C:6]1[NH:7][C:8]2[C:13]([C:14]=1[I:15])=[CH:12][C:11]([C:16]1[CH:21]=[CH:20][C:19]([C:22]([F:25])([F:24])[F:23])=[CH:18][N:17]=1)=[CH:10][CH:9]=2)=[O:5])[CH3:2].[CH:26]1([O:31][C:32]2[CH:37]=[CH:36][C:35](B(O)O)=[CH:34][CH:33]=2)[CH2:30][CH2:29][CH2:28][CH2:27]1, predict the reaction product. (2) Given the reactants [O:1]1[C:7]2[N:8]=[C:9]([C:12]([O:14][CH:15]([CH3:17])[CH3:16])=[O:13])[CH:10]=[CH:11][C:6]=2[CH2:5][NH:4][CH2:3][CH2:2]1.CCN(CC)CC.[N:25]([C:28]1[CH:33]=[CH:32][C:31]([O:34][CH3:35])=[CH:30][CH:29]=1)=[C:26]=[O:27], predict the reaction product. The product is: [CH3:35][O:34][C:31]1[CH:32]=[CH:33][C:28]([NH:25][C:26]([N:4]2[CH2:5][C:6]3[CH:11]=[CH:10][C:9]([C:12]([O:14][CH:15]([CH3:17])[CH3:16])=[O:13])=[N:8][C:7]=3[O:1][CH2:2][CH2:3]2)=[O:27])=[CH:29][CH:30]=1. (3) Given the reactants [C:1]([O:4][C:5]1[S:13][C:12]2[CH2:11][CH2:10][N:9]([CH:14]([C:22]([CH:24]3[CH2:26][CH2:25]3)=[O:23])[C:15]3[CH:20]=[CH:19][CH:18]=[CH:17][C:16]=3[F:21])[CH2:8][C:7]=2[CH:6]=1)(=[O:3])[CH3:2].[CH3:27][S:28]([OH:31])(=[O:30])=[O:29].CC(OC1SC2CCN(C(C(C3CC3)=O)C3C=CC=CC=3F)CC=2C=1)=O.Cl, predict the reaction product. The product is: [CH3:2][C:1]([O:4][C:5]1[S:13][C:12]2[CH2:11][CH2:10][N:9]([CH:14]([C:22]([CH:24]3[CH2:26][CH2:25]3)=[O:23])[C:15]3[CH:20]=[CH:19][CH:18]=[CH:17][C:16]=3[F:21])[CH2:8][C:7]=2[CH:6]=1)=[O:3].[S:28]([O-:31])(=[O:30])(=[O:29])[CH3:27]. (4) Given the reactants [NH2:1][C:2]1[C:3]2[N:4]([C:8]([C:12]3([OH:22])[CH2:20][CH2:19][CH2:18][C:17]4[N:16]([CH3:21])[N:15]=[CH:14][C:13]3=4)=[N:9][C:10]=2Br)[CH:5]=[CH:6][N:7]=1.CC1(C)C(C)(C)OB([C:31]2[CH:49]=[CH:48][C:34]([C:35]([NH:37][C:38]3[CH:43]=[C:42]([C:44]([F:47])([F:46])[F:45])[CH:41]=[CH:40][N:39]=3)=[O:36])=[CH:33][CH:32]=2)O1.C([O-])([O-])=O.[K+].[K+].O1CCOCC1, predict the reaction product. The product is: [NH2:1][C:2]1[C:3]2[N:4]([C:8]([C:12]3([OH:22])[CH2:20][CH2:19][CH2:18][C:17]4[N:16]([CH3:21])[N:15]=[CH:14][C:13]3=4)=[N:9][C:10]=2[C:31]2[CH:49]=[CH:48][C:34]([C:35]([NH:37][C:38]3[CH:43]=[C:42]([C:44]([F:45])([F:46])[F:47])[CH:41]=[CH:40][N:39]=3)=[O:36])=[CH:33][CH:32]=2)[CH:5]=[CH:6][N:7]=1.